Dataset: Forward reaction prediction with 1.9M reactions from USPTO patents (1976-2016). Task: Predict the product of the given reaction. (1) Given the reactants C([O:8][C:9]1[C:14]([CH2:15][N:16]2[C:22](=[O:23])[C:21]3[C:24]([CH3:32])=[C:25]([O:28][CH:29]([CH3:31])[CH3:30])[N:26]=[CH:27][C:20]=3[O:19][CH2:18][CH2:17]2)=[C:13]([CH3:33])[CH:12]=[C:11]([CH3:34])[N:10]=1)C1C=CC=CC=1, predict the reaction product. The product is: [CH3:33][C:13]1[CH:12]=[C:11]([CH3:34])[NH:10][C:9](=[O:8])[C:14]=1[CH2:15][N:16]1[C:22](=[O:23])[C:21]2[C:24]([CH3:32])=[C:25]([O:28][CH:29]([CH3:30])[CH3:31])[N:26]=[CH:27][C:20]=2[O:19][CH2:18][CH2:17]1. (2) The product is: [CH2:18]([C:2]1[C:3]([NH2:11])=[CH:4][C:5]2[C:10](=[CH:9][CH:8]=[CH:7][CH:6]=2)[N:1]=1)[CH2:19][CH2:20][CH2:21][CH2:22][CH3:23]. Given the reactants [N:1]1[C:10]2[C:5](=[CH:6][CH:7]=[CH:8][CH:9]=2)[CH:4]=[C:3]([NH2:11])[CH:2]=1.C([Li])(C)(C)C.I[CH2:18][CH2:19][CH2:20][CH2:21][CH2:22][CH3:23], predict the reaction product.